Binary Classification. Given a drug SMILES string, predict its activity (active/inactive) in a high-throughput screening assay against a specified biological target. From a dataset of M1 muscarinic receptor antagonist screen with 61,756 compounds. (1) The molecule is s1c(=O)n(CCC(O)=O)c(c1)C. The result is 0 (inactive). (2) The molecule is Clc1ccc(OCC(=O)Nc2n(nc3c2CS(=O)C3)c2c(cccc2)C)cc1. The result is 0 (inactive).